This data is from Peptide-MHC class II binding affinity with 134,281 pairs from IEDB. The task is: Regression. Given a peptide amino acid sequence and an MHC pseudo amino acid sequence, predict their binding affinity value. This is MHC class II binding data. (1) The peptide sequence is ANLCVERVLDCRTAF. The MHC is DRB5_0101 with pseudo-sequence DRB5_0101. The binding affinity (normalized) is 0.0998. (2) The peptide sequence is DDMAAQPFFDPSASF. The MHC is DRB1_1501 with pseudo-sequence DRB1_1501. The binding affinity (normalized) is 0.102. (3) The peptide sequence is CHTGVGPNMSCDDVV. The MHC is DRB1_0301 with pseudo-sequence DRB1_0301. The binding affinity (normalized) is 0.215. (4) The peptide sequence is VGQMLMLVNDRLLDI. The MHC is DRB1_1302 with pseudo-sequence DRB1_1302. The binding affinity (normalized) is 0.711. (5) The peptide sequence is KEKVYLSWVPAHKGIGGNE. The MHC is HLA-DPA10103-DPB10401 with pseudo-sequence HLA-DPA10103-DPB10401. The binding affinity (normalized) is 0.331. (6) The MHC is HLA-DQA10301-DQB10302 with pseudo-sequence HLA-DQA10301-DQB10302. The peptide sequence is VPPADKYKTFEAAFT. The binding affinity (normalized) is 0.306. (7) The peptide sequence is FFVFLALAGRSCTEE. The MHC is DRB5_0101 with pseudo-sequence DRB5_0101. The binding affinity (normalized) is 0.837.